The task is: Predict hERG channel inhibition at various concentrations.. This data is from hERG Central: cardiac toxicity at 1µM, 10µM, and general inhibition. (1) The molecule is CCN(CC)CCNC(=O)/C(=C/c1ccc[nH]1)NC(=O)c1ccccc1. Results: hERG_inhib (hERG inhibition (general)): blocker. (2) The compound is CC(c1nccs1)N(C)C(=O)c1ccc(OC2CCN(CCc3ccccc3)CC2)cc1. Results: hERG_inhib (hERG inhibition (general)): blocker. (3) The compound is Cc1c(C(=O)N2CCN(c3ccc([N+](=O)[O-])cc3)CC2)sc2ncn(CC(=O)N3CCOCC3)c(=O)c12. Results: hERG_inhib (hERG inhibition (general)): blocker. (4) The compound is O=c1cc(CN2CCN(Cc3ccccc3)CC2)c2cc3c(cc2o1)CCC3. Results: hERG_inhib (hERG inhibition (general)): blocker.